Dataset: Retrosynthesis with 50K atom-mapped reactions and 10 reaction types from USPTO. Task: Predict the reactants needed to synthesize the given product. (1) Given the product CCOC(=O)[C@H]1CC[C@@H](c2ccc(N)c3c(=O)c(C)c[nH]c32)CC1, predict the reactants needed to synthesize it. The reactants are: CCOC(=O)C1CC=C(c2ccc(N)c3c(=O)c(C)c[nH]c23)CC1. (2) The reactants are: O=C(C1CCCO1)N1CCNCC1.O=C(O)c1nc2c(s1)CCOc1cc(-c3cn[nH]c3)ccc1-2. Given the product O=C(c1nc2c(s1)CCOc1cc(-c3cn[nH]c3)ccc1-2)N1CCN(C(=O)[C@H]2CCCO2)CC1, predict the reactants needed to synthesize it. (3) Given the product CCOC(=O)CNCP(=S)(N(C)C)N(C)C, predict the reactants needed to synthesize it. The reactants are: CCOC(=O)CN(CP(=S)(N(C)C)N(C)C)C(=O)C(F)(F)F. (4) Given the product CCOC(=O)c1ccc(NC(=O)c2ccccc2C)cc1, predict the reactants needed to synthesize it. The reactants are: CCOC(=O)c1ccc(N)cc1.Cc1ccccc1C(=O)Cl.